From a dataset of Forward reaction prediction with 1.9M reactions from USPTO patents (1976-2016). Predict the product of the given reaction. (1) Given the reactants [C:1](Cl)(=[O:8])[C:2]1[CH:7]=[CH:6][CH:5]=[CH:4][CH:3]=1.FC(F)(F)C(O)=O.[NH2:17][CH2:18][C:19]1[CH:20]=[C:21]([NH:25][C:26](=[O:43])[C:27]([NH:29][C:30]2[CH:35]=[CH:34][C:33]([C:36]3[O:40][CH:39]=[N:38][CH:37]=3)=[C:32]([O:41][CH3:42])[CH:31]=2)=[O:28])[CH:22]=[CH:23][CH:24]=1.C(N(CC)CC)C, predict the reaction product. The product is: [C:1]([NH:17][CH2:18][C:19]1[CH:20]=[C:21]([NH:25][C:26](=[O:43])[C:27]([NH:29][C:30]2[CH:35]=[CH:34][C:33]([C:36]3[O:40][CH:39]=[N:38][CH:37]=3)=[C:32]([O:41][CH3:42])[CH:31]=2)=[O:28])[CH:22]=[CH:23][CH:24]=1)(=[O:8])[C:2]1[CH:7]=[CH:6][CH:5]=[CH:4][CH:3]=1. (2) Given the reactants Cl.[NH2:2][C:3]([NH:5][C:6]1[S:7][C:8]([C:27]2[CH:32]=[CH:31][C:30]([O:33][CH3:34])=[CH:29][CH:28]=2)=[CH:9][C:10]=1[C:11]([NH:13][C@H:14]1[CH2:19][CH2:18][CH2:17][N:16](C(OC(C)(C)C)=O)[CH2:15]1)=[O:12])=[O:4], predict the reaction product. The product is: [NH2:2][C:3]([NH:5][C:6]1[S:7][C:8]([C:27]2[CH:28]=[CH:29][C:30]([O:33][CH3:34])=[CH:31][CH:32]=2)=[CH:9][C:10]=1[C:11]([NH:13][C@H:14]1[CH2:19][CH2:18][CH2:17][NH:16][CH2:15]1)=[O:12])=[O:4]. (3) Given the reactants [CH2:1]([C:5]1[C:9]([CH2:10][N:11]2C(=O)C3C(=CC=CC=3)C2=O)=[C:8]([CH3:22])[O:7][N:6]=1)[CH2:2][CH2:3][CH3:4].O.NN, predict the reaction product. The product is: [CH2:1]([C:5]1[C:9]([CH2:10][NH2:11])=[C:8]([CH3:22])[O:7][N:6]=1)[CH2:2][CH2:3][CH3:4]. (4) Given the reactants C([O:3][CH:4](OCC)[C:5]1[O:13][C:12]2[C:11]([C:14]3[CH2:19][CH2:18][N:17](C(OC(C)(C)C)=O)[CH2:16][CH:15]=3)=[CH:10][N:9]=[CH:8][C:7]=2[CH:6]=1)C.Cl.C(=O)(O)[O-].[Na+], predict the reaction product. The product is: [NH:17]1[CH2:16][CH:15]=[C:14]([C:11]2[C:12]3[O:13][C:5]([CH:4]=[O:3])=[CH:6][C:7]=3[CH:8]=[N:9][CH:10]=2)[CH2:19][CH2:18]1. (5) The product is: [CH3:31][N:32]([CH3:33])[CH2:28][CH2:27][CH2:26][N:12]1[C:13]2=[N:14][C:15]([NH:19][C:20]3[CH:25]=[CH:24][CH:23]=[CH:22][CH:21]=3)=[N:16][CH:17]=[C:18]2[C:10]([NH:9][C:3]2[C:4]([CH3:8])=[CH:5][CH:6]=[CH:7][C:2]=2[CH3:1])=[N:11]1. Given the reactants [CH3:1][C:2]1[CH:7]=[CH:6][CH:5]=[C:4]([CH3:8])[C:3]=1[NH:9][C:10]1[C:18]2[C:13](=[N:14][C:15]([NH:19][C:20]3[CH:25]=[CH:24][CH:23]=[CH:22][CH:21]=3)=[N:16][CH:17]=2)[N:12]([CH2:26][CH2:27][CH:28]=O)[N:11]=1.Cl.[CH3:31][NH:32][CH3:33].[BH-](OC(C)=O)(OC(C)=O)OC(C)=O.[Na+].C(N(CC)CC)C, predict the reaction product.